This data is from Full USPTO retrosynthesis dataset with 1.9M reactions from patents (1976-2016). The task is: Predict the reactants needed to synthesize the given product. Given the product [Br:1][C:2](=[CH2:6])[CH2:3][CH2:4][O:5][Si:8]([C:21]([CH3:24])([CH3:23])[CH3:22])([C:15]1[CH:16]=[CH:17][CH:18]=[CH:19][CH:20]=1)[C:9]1[CH:14]=[CH:13][CH:12]=[CH:11][CH:10]=1, predict the reactants needed to synthesize it. The reactants are: [Br:1][C:2](=[CH2:6])[CH2:3][CH2:4][OH:5].Cl[Si:8]([C:21]([CH3:24])([CH3:23])[CH3:22])([C:15]1[CH:20]=[CH:19][CH:18]=[CH:17][CH:16]=1)[C:9]1[CH:14]=[CH:13][CH:12]=[CH:11][CH:10]=1.N1C=CN=C1.